Task: Predict the product of the given reaction.. Dataset: Forward reaction prediction with 1.9M reactions from USPTO patents (1976-2016) (1) The product is: [F:1][C:2]([F:14])([F:13])[C:3]1[CH:8]=[CH:7][CH:6]=[CH:5][C:4]=1[S:9]([NH:15][C:16]1[S:20][C:19]2[CH2:21][CH2:22][CH2:23][CH2:24][C:18]=2[C:17]=1[C:25]([O:27][CH2:28][CH3:29])=[O:26])(=[O:11])=[O:10]. Given the reactants [F:1][C:2]([F:14])([F:13])[C:3]1[CH:8]=[CH:7][CH:6]=[CH:5][C:4]=1[S:9](Cl)(=[O:11])=[O:10].[NH2:15][C:16]1[S:20][C:19]2[CH2:21][CH2:22][CH2:23][CH2:24][C:18]=2[C:17]=1[C:25]([O:27][CH2:28][CH3:29])=[O:26], predict the reaction product. (2) Given the reactants [Cl:1][C:2]1[CH:3]=[C:4]([C:17]2[C:25]3[C:24]([NH2:26])=[N:23][CH:22]=[N:21][C:20]=3[NH:19][CH:18]=2)[CH:5]=[CH:6][C:7]=1[O:8][CH2:9][C:10]1[CH:15]=[CH:14][CH:13]=[C:12]([F:16])[CH:11]=1.C1(P(C2C=CC=CC=2)C2C=CC=CC=2)C=CC=CC=1.CCOC(/N=N/C(OCC)=O)=O.[O:58]1CCO[CH:59]1[CH:63]1[CH2:68][CH2:67][CH2:66][CH:65](O)[CH2:64]1.C1(C)C=CC(S(O)(=O)=O)=CC=1, predict the reaction product. The product is: [NH2:26][C:24]1[C:25]2[C:17]([C:4]3[CH:5]=[CH:6][C:7]([O:8][CH2:9][C:10]4[CH:15]=[CH:14][CH:13]=[C:12]([F:16])[CH:11]=4)=[C:2]([Cl:1])[CH:3]=3)=[CH:18][N:19]([CH:65]3[CH2:66][CH2:67][CH2:68][CH:63]([CH:59]=[O:58])[CH2:64]3)[C:20]=2[N:21]=[CH:22][N:23]=1. (3) The product is: [N:33]([CH2:36][CH2:37][O:38][CH2:39][CH2:40][O:41][CH2:42][CH2:43][O:44][CH2:45][CH2:46][NH:47][C:21]([NH:20][C:16]1[CH:17]=[CH:18][CH:19]=[C:14]([CH:5]2[C:4]3[C:9](=[C:10]([Cl:12])[CH:11]=[C:2]([Cl:1])[CH:3]=3)[CH2:8][N:7]([CH3:13])[CH2:6]2)[CH:15]=1)=[O:32])=[N+:34]=[N-:35]. Given the reactants [Cl:1][C:2]1[CH:3]=[C:4]2[C:9](=[C:10]([Cl:12])[CH:11]=1)[CH2:8][N:7]([CH3:13])[CH2:6][CH:5]2[C:14]1[CH:15]=[C:16]([NH:20][C:21](=[O:32])OC2C=CC([N+]([O-])=O)=CC=2)[CH:17]=[CH:18][CH:19]=1.[N:33]([CH2:36][CH2:37][O:38][CH2:39][CH2:40][O:41][CH2:42][CH2:43][O:44][CH2:45][CH2:46][NH2:47])=[N+:34]=[N-:35], predict the reaction product. (4) Given the reactants [NH2:1][C:2]1[CH:7]=[CH:6][C:5]([Cl:8])=[CH:4][C:3]=1[C:9]([C:11]1[CH:16]=[CH:15][CH:14]=[C:13]([CH2:17][CH3:18])[C:12]=1[O:19][CH3:20])=[O:10].[BH4-].[Na+], predict the reaction product. The product is: [NH2:1][C:2]1[CH:7]=[CH:6][C:5]([Cl:8])=[CH:4][C:3]=1[CH:9]([C:11]1[CH:16]=[CH:15][CH:14]=[C:13]([CH2:17][CH3:18])[C:12]=1[O:19][CH3:20])[OH:10]. (5) Given the reactants [NH2:1][C:2]1[CH:10]=[CH:9][CH:8]=[CH:7][C:3]=1[C:4]([NH2:6])=[O:5].[N:11]12[CH2:18][CH2:17][CH:14]([CH2:15][CH2:16]1)[CH:13]([CH2:19][C:20](Cl)=O)[CH2:12]2, predict the reaction product. The product is: [N:11]12[CH2:18][CH2:17][CH:14]([CH2:15][CH2:16]1)[CH:13]([CH2:19][C:20]1[NH:6][C:4](=[O:5])[C:3]3[C:2](=[CH:10][CH:9]=[CH:8][CH:7]=3)[N:1]=1)[CH2:12]2. (6) Given the reactants [Br:1][C:2]1[C:11]2[C:6](=[CH:7][N:8]=[CH:9][CH:10]=2)[CH:5]=[C:4](N)[N:3]=1.BrC1C2C(=CN=CC=2)C=CN=1.[S:24]1[CH:28]=[C:27]([N:29]2[CH2:34][CH2:33][CH:32]([C:35]([OH:37])=O)[CH2:31][CH2:30]2)[C:26]2[CH:38]=[CH:39][CH:40]=[CH:41][C:25]1=2.BrC1C2C=CC=CC=2SC=1.[C:52]1([NH2:62])[C:61]2[C:56](=[CH:57][N:58]=[CH:59][CH:60]=2)[CH:55]=[CH:54][N:53]=1, predict the reaction product. The product is: [Br:1][C:2]1[C:11]2[C:6](=[CH:7][N:8]=[CH:9][CH:10]=2)[CH:5]=[CH:4][N:3]=1.[C:52]1([NH2:62])[C:61]2[C:56](=[CH:57][N:58]=[CH:59][CH:60]=2)[CH:55]=[CH:54][N:53]=1.[C:52]1([NH:62][C:35]([CH:32]2[CH2:31][CH2:30][N:29]([C:27]3[C:26]4[CH:38]=[CH:39][CH:40]=[CH:41][C:25]=4[S:24][CH:28]=3)[CH2:34][CH2:33]2)=[O:37])[C:61]2[C:56](=[CH:57][N:58]=[CH:59][CH:60]=2)[CH:55]=[CH:54][N:53]=1.